Regression. Given two drug SMILES strings and cell line genomic features, predict the synergy score measuring deviation from expected non-interaction effect. From a dataset of Merck oncology drug combination screen with 23,052 pairs across 39 cell lines. (1) Drug 2: Cn1cc(-c2cnn3c(N)c(Br)c(C4CCCNC4)nc23)cn1. Cell line: MSTO. Drug 1: CCc1cnn2c(NCc3ccc[n+]([O-])c3)cc(N3CCCCC3CCO)nc12. Synergy scores: synergy=-23.7. (2) Drug 1: Nc1ccn(C2OC(CO)C(O)C2(F)F)c(=O)n1. Drug 2: NC1(c2ccc(-c3nc4ccn5c(=O)[nH]nc5c4cc3-c3ccccc3)cc2)CCC1. Cell line: ZR751. Synergy scores: synergy=9.42. (3) Drug 1: CN1C(=O)C=CC2(C)C3CCC4(C)C(NC(=O)OCC(F)(F)F)CCC4C3CCC12. Drug 2: CCN(CC)CCNC(=O)c1c(C)[nH]c(C=C2C(=O)Nc3ccc(F)cc32)c1C. Cell line: NCIH1650. Synergy scores: synergy=-6.92. (4) Drug 1: NC(=O)c1cccc2cn(-c3ccc(C4CCCNC4)cc3)nc12. Drug 2: COC1CC2CCC(C)C(O)(O2)C(=O)C(=O)N2CCCCC2C(=O)OC(C(C)CC2CCC(OP(C)(C)=O)C(OC)C2)CC(=O)C(C)C=C(C)C(O)C(OC)C(=O)C(C)CC(C)C=CC=CC=C1C. Cell line: CAOV3. Synergy scores: synergy=-3.45. (5) Drug 1: CN(Cc1cnc2nc(N)nc(N)c2n1)c1ccc(C(=O)NC(CCC(=O)O)C(=O)O)cc1. Drug 2: O=C(O)C1(Cc2cccc(Nc3nccs3)n2)CCC(Oc2cccc(Cl)c2F)CC1. Cell line: HT144. Synergy scores: synergy=-7.35. (6) Drug 1: O=c1[nH]cc(F)c(=O)[nH]1. Drug 2: Cn1cc(-c2cnn3c(N)c(Br)c(C4CCCNC4)nc23)cn1. Cell line: KPL1. Synergy scores: synergy=-1.21. (7) Drug 1: COc1cc(C2c3cc4c(cc3C(OC3OC5COC(C)OC5C(O)C3O)C3COC(=O)C23)OCO4)cc(OC)c1O. Drug 2: CCc1cnn2c(NCc3ccc[n+]([O-])c3)cc(N3CCCCC3CCO)nc12. Cell line: A2780. Synergy scores: synergy=1.71.